Dataset: Reaction yield outcomes from USPTO patents with 853,638 reactions. Task: Predict the reaction yield, written as a fraction of the theoretical maximum amount of product (1.0 means a 100% yield; for example, 0.34 means a 34% yield). The reactants are CC1(C)C(C)(C)OB([C:9]2[CH:10]=[N:11][C:12]([N:15]3[C:23]4[C:18](=[CH:19][CH:20]=[C:21]([C:24]([O:26][CH3:27])=[O:25])[CH:22]=4)[C:17]4([CH2:29][CH2:28]4)[CH2:16]3)=[N:13][CH:14]=2)O1.C([O-])([O-])=O.[K+].[K+].Br[C:38]1[CH:43]=[CH:42][CH:41]=[CH:40][N:39]=1. The catalyst is O1CCOCC1.O.C1C=CC([P]([Pd]([P](C2C=CC=CC=2)(C2C=CC=CC=2)C2C=CC=CC=2)([P](C2C=CC=CC=2)(C2C=CC=CC=2)C2C=CC=CC=2)[P](C2C=CC=CC=2)(C2C=CC=CC=2)C2C=CC=CC=2)(C2C=CC=CC=2)C2C=CC=CC=2)=CC=1. The product is [N:39]1[CH:40]=[CH:41][CH:42]=[CH:43][C:38]=1[C:9]1[CH:14]=[N:13][C:12]([N:15]2[C:23]3[C:18](=[CH:19][CH:20]=[C:21]([C:24]([O:26][CH3:27])=[O:25])[CH:22]=3)[C:17]3([CH2:29][CH2:28]3)[CH2:16]2)=[N:11][CH:10]=1. The yield is 0.800.